Dataset: hERG potassium channel inhibition data for cardiac toxicity prediction from Karim et al.. Task: Regression/Classification. Given a drug SMILES string, predict its toxicity properties. Task type varies by dataset: regression for continuous values (e.g., LD50, hERG inhibition percentage) or binary classification for toxic/non-toxic outcomes (e.g., AMES mutagenicity, cardiotoxicity, hepatotoxicity). Dataset: herg_karim. (1) The drug is CN(C)CCC1=C(Cc2cnccn2)c2ccc(F)cc2C1. The result is 1 (blocker). (2) The drug is COCCOc1cc2nc(-c3cc(F)ccc3O)nc(N[C@H]3CCNC3)c2cc1OC. The result is 0 (non-blocker).